This data is from Catalyst prediction with 721,799 reactions and 888 catalyst types from USPTO. The task is: Predict which catalyst facilitates the given reaction. (1) Reactant: [Br:1][C:2]1[CH:14]=[C:13]2[C:5]([C:6]3[CH:7]=[C:8]([C:15]([O:17]CC)=[O:16])[CH:9]=[CH:10][C:11]=3[NH:12]2)=[C:4]([C:20](=[O:22])[NH2:21])[CH:3]=1.C(=O)([O-])[O-].[K+].[K+].C1OCCOCCOCCOCCOCCOC1.Br[CH2:48][C:49]1[CH:54]=[CH:53][CH:52]=[CH:51][CH:50]=1. Product: [CH2:48]([N:12]1[C:11]2[CH:10]=[CH:9][C:8]([C:15]([OH:17])=[O:16])=[CH:7][C:6]=2[C:5]2[C:13]1=[CH:14][C:2]([Br:1])=[CH:3][C:4]=2[C:20](=[O:22])[NH2:21])[C:49]1[CH:54]=[CH:53][CH:52]=[CH:51][CH:50]=1. The catalyst class is: 21. (2) Reactant: [F:1][C:2]1[CH:3]=[C:4]([Cl:9])[CH:5]=[C:6]([F:8])[CH:7]=1.CN(C)CCN(C)C.C([Li])CCC.[CH3:23][Si:24](Cl)([CH3:26])[CH3:25].[Cl-].[NH4+]. Product: [Cl:9][C:4]1[CH:3]=[C:2]([F:1])[C:7]([Si:24]([CH3:26])([CH3:25])[CH3:23])=[C:6]([F:8])[CH:5]=1. The catalyst class is: 1.